From a dataset of NCI-60 drug combinations with 297,098 pairs across 59 cell lines. Regression. Given two drug SMILES strings and cell line genomic features, predict the synergy score measuring deviation from expected non-interaction effect. (1) Drug 1: C1CC(=O)NC(=O)C1N2CC3=C(C2=O)C=CC=C3N. Drug 2: CCN(CC)CCNC(=O)C1=C(NC(=C1C)C=C2C3=C(C=CC(=C3)F)NC2=O)C. Cell line: OVCAR3. Synergy scores: CSS=0.433, Synergy_ZIP=3.00, Synergy_Bliss=1.97, Synergy_Loewe=-1.94, Synergy_HSA=-2.44. (2) Drug 1: COC1=C(C=C2C(=C1)N=CN=C2NC3=CC(=C(C=C3)F)Cl)OCCCN4CCOCC4. Drug 2: CCN(CC)CCNC(=O)C1=C(NC(=C1C)C=C2C3=C(C=CC(=C3)F)NC2=O)C. Cell line: SK-MEL-28. Synergy scores: CSS=8.11, Synergy_ZIP=-0.492, Synergy_Bliss=6.38, Synergy_Loewe=1.54, Synergy_HSA=1.02.